From a dataset of NCI-60 drug combinations with 297,098 pairs across 59 cell lines. Regression. Given two drug SMILES strings and cell line genomic features, predict the synergy score measuring deviation from expected non-interaction effect. (1) Drug 1: CC1=C(C(=CC=C1)Cl)NC(=O)C2=CN=C(S2)NC3=CC(=NC(=N3)C)N4CCN(CC4)CCO. Drug 2: CC1CCCC2(C(O2)CC(NC(=O)CC(C(C(=O)C(C1O)C)(C)C)O)C(=CC3=CSC(=N3)C)C)C. Cell line: EKVX. Synergy scores: CSS=19.1, Synergy_ZIP=-1.79, Synergy_Bliss=-0.161, Synergy_Loewe=0.0315, Synergy_HSA=2.49. (2) Drug 1: C1CN(CCN1C(=O)CCBr)C(=O)CCBr. Drug 2: CC1C(C(CC(O1)OC2CC(CC3=C2C(=C4C(=C3O)C(=O)C5=C(C4=O)C(=CC=C5)OC)O)(C(=O)CO)O)N)O.Cl. Cell line: ACHN. Synergy scores: CSS=46.9, Synergy_ZIP=-11.7, Synergy_Bliss=-10.9, Synergy_Loewe=-8.43, Synergy_HSA=-6.55. (3) Drug 1: CCN(CC)CCNC(=O)C1=C(NC(=C1C)C=C2C3=C(C=CC(=C3)F)NC2=O)C. Drug 2: C1=CN(C=N1)CC(O)(P(=O)(O)O)P(=O)(O)O. Cell line: NCI/ADR-RES. Synergy scores: CSS=4.83, Synergy_ZIP=0.339, Synergy_Bliss=3.05, Synergy_Loewe=1.82, Synergy_HSA=1.52. (4) Drug 1: COC1=NC(=NC2=C1N=CN2C3C(C(C(O3)CO)O)O)N. Drug 2: CC12CCC3C(C1CCC2O)C(CC4=C3C=CC(=C4)O)CCCCCCCCCS(=O)CCCC(C(F)(F)F)(F)F. Cell line: HCC-2998. Synergy scores: CSS=16.6, Synergy_ZIP=2.71, Synergy_Bliss=2.19, Synergy_Loewe=-1.17, Synergy_HSA=1.87. (5) Drug 1: C1=CC(=C2C(=C1NCCNCCO)C(=O)C3=C(C=CC(=C3C2=O)O)O)NCCNCCO. Drug 2: CC1CCCC2(C(O2)CC(NC(=O)CC(C(C(=O)C(C1O)C)(C)C)O)C(=CC3=CSC(=N3)C)C)C. Cell line: HCT-15. Synergy scores: CSS=59.0, Synergy_ZIP=-0.616, Synergy_Bliss=-0.614, Synergy_Loewe=-1.97, Synergy_HSA=-1.60.